Dataset: Forward reaction prediction with 1.9M reactions from USPTO patents (1976-2016). Task: Predict the product of the given reaction. (1) The product is: [C:2]([O:5][C:6]1[CH:7]=[C:8]([CH:23]=[CH:24][C:25]=1[CH3:26])[NH:9][C:10]1[C:19]2[C:14](=[CH:15][C:16]([O:22][CH2:28][C:29]3[C:30]([CH3:35])=[N:31][O:32][C:33]=3[CH3:34])=[C:17]([O:20][CH3:21])[CH:18]=2)[N:13]=[CH:12][N:11]=1)(=[O:4])[CH3:3]. Given the reactants Cl.[C:2]([O:5][C:6]1[CH:7]=[C:8]([CH:23]=[CH:24][C:25]=1[CH3:26])[NH:9][C:10]1[C:19]2[C:14](=[CH:15][C:16]([OH:22])=[C:17]([O:20][CH3:21])[CH:18]=2)[N:13]=[CH:12][N:11]=1)(=[O:4])[CH3:3].Cl[CH2:28][C:29]1[C:30]([CH3:35])=[N:31][O:32][C:33]=1[CH3:34], predict the reaction product. (2) Given the reactants [Br:1][C:2]1[CH:3]=[C:4]2[C:9](=[CH:10][C:11]=1F)[CH:8]1[CH2:13][CH:6]([CH2:7]1)[C:5]2=O.CO.[NH2:17][OH:18].Cl.[OH-].[K+], predict the reaction product. The product is: [Br:1][C:2]1[CH:3]=[C:4]2[C:9](=[CH:10][CH:11]=1)[CH:8]1[CH2:13][CH:6]([CH2:7]1)[C:5]2=[N:17][OH:18]. (3) Given the reactants [CH:1]12[CH:6]([NH:7][C:8]3[N:9]=[CH:10][C:11]4[CH:17]=[C:16]([C:18]5[CH:23]=[CH:22][CH:21]=[CH:20][C:19]=5[Cl:24])[C:15](=[O:25])[N:14]([CH:26]5[CH2:28][CH2:27]5)[C:12]=4[N:13]=3)[CH:5]1[CH2:4][NH:3][CH2:2]2.C([N:31]([CH2:34]C)CC)C.CCCCCC.[OH2:42], predict the reaction product. The product is: [Cl:24][C:19]1[CH:20]=[CH:21][CH:22]=[CH:23][C:18]=1[C:16]1[C:15](=[O:25])[N:14]([CH:26]2[CH2:28][CH2:27]2)[C:12]2[N:13]=[C:8]([NH:7][CH:6]3[CH:5]4[CH:1]3[CH2:2][N:3]([C:34]([NH2:31])=[O:42])[CH2:4]4)[N:9]=[CH:10][C:11]=2[CH:17]=1. (4) The product is: [CH3:17][C:16]1[CH:15]=[C:14]([CH3:18])[NH:13][C:12](=[O:19])[C:11]=1[CH2:10][NH:9][C:7]([C:6]1[CH:20]=[C:2]([C:36]2[CH:37]=[CH:38][C:33]([CH2:32][N:31]([CH3:48])[CH3:30])=[CH:34][CH:35]=2)[CH:3]=[C:4]([N:22]([CH3:29])[CH:23]2[CH2:28][CH2:27][O:26][CH2:25][CH2:24]2)[C:5]=1[CH3:21])=[O:8]. Given the reactants Br[C:2]1[CH:3]=[C:4]([N:22]([CH3:29])[CH:23]2[CH2:28][CH2:27][O:26][CH2:25][CH2:24]2)[C:5]([CH3:21])=[C:6]([CH:20]=1)[C:7]([NH:9][CH2:10][C:11]1[C:12](=[O:19])[NH:13][C:14]([CH3:18])=[CH:15][C:16]=1[CH3:17])=[O:8].[CH3:30][N:31]([CH3:48])[CH2:32][C:33]1[CH:38]=[CH:37][C:36](B2OC(C)(C)C(C)(C)O2)=[CH:35][CH:34]=1.C([O-])([O-])=O.[Na+].[Na+], predict the reaction product. (5) Given the reactants [F:1][C:2]1[CH:3]=[CH:4][C:5]([O:11][CH3:12])=[C:6]([C@@H:8]([OH:10])[CH3:9])[CH:7]=1.C1(P(C2C=CC=CC=2)C2C=CC=CC=2)C=CC=CC=1.O[C:33]1[C:34]([N+:39]([O-:41])=[O:40])=[N:35][CH:36]=[CH:37][CH:38]=1.N(C(OC(C)C)=O)=NC(OC(C)C)=O, predict the reaction product. The product is: [F:1][C:2]1[CH:3]=[CH:4][C:5]([O:11][CH3:12])=[C:6]([C@H:8]([O:10][C:33]2[C:34]([N+:39]([O-:41])=[O:40])=[N:35][CH:36]=[CH:37][CH:38]=2)[CH3:9])[CH:7]=1.